From a dataset of NCI-60 drug combinations with 297,098 pairs across 59 cell lines. Regression. Given two drug SMILES strings and cell line genomic features, predict the synergy score measuring deviation from expected non-interaction effect. (1) Drug 1: CCC1(CC2CC(C3=C(CCN(C2)C1)C4=CC=CC=C4N3)(C5=C(C=C6C(=C5)C78CCN9C7C(C=CC9)(C(C(C8N6C)(C(=O)OC)O)OC(=O)C)CC)OC)C(=O)OC)O.OS(=O)(=O)O. Drug 2: C1CN(CCN1C(=O)CCBr)C(=O)CCBr. Cell line: UACC-257. Synergy scores: CSS=16.1, Synergy_ZIP=-5.11, Synergy_Bliss=-1.22, Synergy_Loewe=0.511, Synergy_HSA=0.966. (2) Drug 1: C1CCC(CC1)NC(=O)N(CCCl)N=O. Drug 2: CC1CCCC2(C(O2)CC(NC(=O)CC(C(C(=O)C(C1O)C)(C)C)O)C(=CC3=CSC(=N3)C)C)C. Cell line: SNB-19. Synergy scores: CSS=37.9, Synergy_ZIP=2.76, Synergy_Bliss=5.09, Synergy_Loewe=4.86, Synergy_HSA=5.13. (3) Drug 1: CC12CCC(CC1=CCC3C2CCC4(C3CC=C4C5=CN=CC=C5)C)O. Drug 2: C1=CC(=CC=C1CCCC(=O)O)N(CCCl)CCCl. Cell line: ACHN. Synergy scores: CSS=52.3, Synergy_ZIP=-1.61, Synergy_Bliss=-0.772, Synergy_Loewe=-2.82, Synergy_HSA=-0.997. (4) Drug 1: CCC1(CC2CC(C3=C(CCN(C2)C1)C4=CC=CC=C4N3)(C5=C(C=C6C(=C5)C78CCN9C7C(C=CC9)(C(C(C8N6C=O)(C(=O)OC)O)OC(=O)C)CC)OC)C(=O)OC)O.OS(=O)(=O)O. Drug 2: C1=NNC2=C1C(=O)NC=N2. Cell line: A549. Synergy scores: CSS=-1.26, Synergy_ZIP=-0.00365, Synergy_Bliss=-3.54, Synergy_Loewe=-2.03, Synergy_HSA=-5.22. (5) Drug 1: C(=O)(N)NO. Drug 2: C1CCC(C(C1)N)N.C(=O)(C(=O)[O-])[O-].[Pt+4]. Cell line: UACC62. Synergy scores: CSS=33.1, Synergy_ZIP=-4.03, Synergy_Bliss=-0.246, Synergy_Loewe=-2.23, Synergy_HSA=3.84. (6) Drug 1: C1=CC(=CC=C1CCCC(=O)O)N(CCCl)CCCl. Drug 2: CC1=C2C(C(=O)C3(C(CC4C(C3C(C(C2(C)C)(CC1OC(=O)C(C(C5=CC=CC=C5)NC(=O)C6=CC=CC=C6)O)O)OC(=O)C7=CC=CC=C7)(CO4)OC(=O)C)O)C)OC(=O)C. Cell line: IGROV1. Synergy scores: CSS=43.0, Synergy_ZIP=-7.22, Synergy_Bliss=-5.98, Synergy_Loewe=-1.89, Synergy_HSA=0.0578. (7) Drug 1: CS(=O)(=O)C1=CC(=C(C=C1)C(=O)NC2=CC(=C(C=C2)Cl)C3=CC=CC=N3)Cl. Cell line: EKVX. Drug 2: B(C(CC(C)C)NC(=O)C(CC1=CC=CC=C1)NC(=O)C2=NC=CN=C2)(O)O. Synergy scores: CSS=6.44, Synergy_ZIP=-2.75, Synergy_Bliss=-0.727, Synergy_Loewe=1.42, Synergy_HSA=0.139.